This data is from Reaction yield outcomes from USPTO patents with 853,638 reactions. The task is: Predict the reaction yield, written as a fraction of the theoretical maximum amount of product (1.0 means a 100% yield; for example, 0.34 means a 34% yield). (1) The reactants are C(O)(C(F)(F)F)=O.C(OC(=O)[NH:14][CH2:15][C:16]1([C:19]2[O:20][C:21]([CH:24]3[CH2:30][CH2:29][C@@H:28]4[CH2:31][N:25]3[C:26](=[O:40])[N:27]4[O:32][CH2:33][C:34]3[CH:39]=[CH:38][CH:37]=[CH:36][CH:35]=3)=[N:22][N:23]=2)[CH2:18][CH2:17]1)(C)(C)C. The catalyst is C(Cl)Cl. The product is [NH2:14][CH2:15][C:16]1([C:19]2[O:20][C:21]([CH:24]3[CH2:30][CH2:29][C@@H:28]4[CH2:31][N:25]3[C:26](=[O:40])[N:27]4[O:32][CH2:33][C:34]3[CH:39]=[CH:38][CH:37]=[CH:36][CH:35]=3)=[N:22][N:23]=2)[CH2:17][CH2:18]1. The yield is 0.990. (2) The reactants are C[O:2][C:3]1[N:8]=[C:7]([O:9]C)[C:6]([C:11]2[O:15][C:14]([C:16](=[O:29])[CH2:17][CH2:18][CH2:19][CH2:20][CH2:21][CH2:22][C:23]3[CH:28]=[CH:27][CH:26]=[CH:25][CH:24]=3)=[N:13][CH:12]=2)=[CH:5][N:4]=1. The catalyst is CCOC(C)=O. The product is [C:23]1([CH2:22][CH2:21][CH2:20][CH2:19][CH2:18][CH2:17][C:16]([C:14]2[O:15][C:11]([C:6]3[C:7](=[O:9])[NH:8][C:3](=[O:2])[NH:4][CH:5]=3)=[CH:12][N:13]=2)=[O:29])[CH:28]=[CH:27][CH:26]=[CH:25][CH:24]=1. The yield is 0.710. (3) The reactants are [C:1]1([C:11]2[N:15]3[CH:16]=[CH:17][CH:18]=[CH:19][C:14]3=[CH:13][N:12]=2)[C:10]2[C:5](=[CH:6][CH:7]=[CH:8][CH:9]=2)[CH:4]=[CH:3][CH:2]=1.[F:20][C:21]([F:32])([F:31])[C:22](O[C:22](=[O:23])[C:21]([F:32])([F:31])[F:20])=[O:23].O. The catalyst is CN(C=O)C. The product is [F:20][C:21]([F:32])([F:31])[C:22]([C:13]1[N:12]=[C:11]([C:1]2[C:10]3[C:5](=[CH:6][CH:7]=[CH:8][CH:9]=3)[CH:4]=[CH:3][CH:2]=2)[N:15]2[CH:16]=[CH:17][CH:18]=[CH:19][C:14]=12)=[O:23]. The yield is 0.780. (4) The reactants are [C:1]([C:4]1[C:22](=[O:23])[C@@:8]2([CH3:24])[C:9]3[C:15]([OH:16])=[CH:14][C:13]([O:17][CH3:18])=[C:12]([C:19]([NH2:21])=[O:20])[C:10]=3[O:11][C:7]2=[CH:6][C:5]=1[OH:25])(=[O:3])[CH3:2].[CH2:26]([O:30][C:31]1[C:40]2[C:35](=[CH:36][CH:37]=[CH:38][CH:39]=2)[C:34]([CH:41]=O)=[C:33]([CH3:43])[C:32]=1[CH3:44])[C:27]#[C:28][CH3:29].C([SiH](CC)CC)C.FC(F)(F)C(O)=O. The catalyst is C(#N)C. The product is [C:1]([C:4]1[C:22](=[O:23])[C@@:8]2([CH3:24])[C:9]3[C:15]([OH:16])=[CH:14][C:13]([O:17][CH3:18])=[C:12]([C:19]([NH:21][CH2:41][C:34]4[C:35]5[C:40](=[CH:39][CH:38]=[CH:37][CH:36]=5)[C:31]([O:30][CH2:26][C:27]#[C:28][CH3:29])=[C:32]([CH3:44])[C:33]=4[CH3:43])=[O:20])[C:10]=3[O:11][C:7]2=[CH:6][C:5]=1[OH:25])(=[O:3])[CH3:2]. The yield is 0.600. (5) The reactants are [F:1][C:2]1[CH:10]=[C:9]2[C:5]([C:6]([C:11]3[N:12]=[C:13]4[C:19]([CH:20]=[O:21])=[CH:18][N:17]([CH2:22][O:23][CH2:24][CH2:25][Si:26]([CH3:29])([CH3:28])[CH3:27])[C:14]4=[N:15][CH:16]=3)=[N:7][NH:8]2)=[CH:4][CH:3]=1.Br[CH:31]1[CH2:36][CH2:35][N:34]([C:37]([O:39][C:40]([CH3:43])([CH3:42])[CH3:41])=[O:38])[CH2:33][CH2:32]1.C(=O)([O-])[O-].[Cs+].[Cs+]. The catalyst is CN(C=O)C. The product is [C:40]([O:39][C:37]([N:34]1[CH2:35][CH2:36][CH:31]([N:8]2[C:9]3[C:5](=[CH:4][CH:3]=[C:2]([F:1])[CH:10]=3)[C:6]([C:11]3[N:12]=[C:13]4[C:19]([CH:20]=[O:21])=[CH:18][N:17]([CH2:22][O:23][CH2:24][CH2:25][Si:26]([CH3:29])([CH3:28])[CH3:27])[C:14]4=[N:15][CH:16]=3)=[N:7]2)[CH2:32][CH2:33]1)=[O:38])([CH3:43])([CH3:41])[CH3:42]. The yield is 0.410. (6) The catalyst is O1CCCC1.O.CO. The reactants are C[O:2][C:3](=[O:20])[CH:4]([C:11]1[CH:16]=[CH:15][C:14]([O:17][CH3:18])=[C:13]([F:19])[CH:12]=1)[CH2:5][CH:6]1[CH2:10][CH2:9][CH2:8][CH2:7]1.[OH-].[Li+].Cl. The product is [CH:6]1([CH2:5][CH:4]([C:11]2[CH:16]=[CH:15][C:14]([O:17][CH3:18])=[C:13]([F:19])[CH:12]=2)[C:3]([OH:20])=[O:2])[CH2:10][CH2:9][CH2:8][CH2:7]1. The yield is 0.713. (7) The reactants are [Cl:1][C:2]1[C:3]([O:16][C:17]2[CH:18]=[N:19][C:20]([O:24][CH2:25][CH:26]([CH3:28])[CH3:27])=[C:21]([Cl:23])[CH:22]=2)=[CH:4][C:5]([F:15])=[C:6]([CH:14]=1)[C:7]([O:9]C(C)(C)C)=[O:8].FC(F)(F)C(O)=O. The catalyst is ClCCl. The product is [Cl:1][C:2]1[C:3]([O:16][C:17]2[CH:18]=[N:19][C:20]([O:24][CH2:25][CH:26]([CH3:28])[CH3:27])=[C:21]([Cl:23])[CH:22]=2)=[CH:4][C:5]([F:15])=[C:6]([CH:14]=1)[C:7]([OH:9])=[O:8]. The yield is 0.840.